From a dataset of Full USPTO retrosynthesis dataset with 1.9M reactions from patents (1976-2016). Predict the reactants needed to synthesize the given product. (1) Given the product [CH3:22][C@@:8]12[CH2:7][CH2:6][C:5]3[CH:4]=[C:3]([OH:2])[CH:20]=[CH:19][C:18]=3[C@H:17]1[CH2:16][CH2:15][C@@:13]1([CH3:14])[C@H:9]2[CH2:10][CH2:11][C@@H:12]1[OH:21], predict the reactants needed to synthesize it. The reactants are: C[O:2][C:3]1[CH:20]=[CH:19][C:18]2[C@@H:17]3[C@:8]([CH3:22])([C@H:9]4[C@@:13]([CH2:15][CH2:16]3)([CH3:14])[C@@H:12]([OH:21])[CH2:11][CH2:10]4)[CH2:7][CH2:6][C:5]=2[CH:4]=1.CC(C[AlH]CC(C)C)C.C(O)C.Cl. (2) Given the product [C:9]([C:13]1[CH:14]=[CH:15][C:16]([CH:17]=[C:5]2[NH:4][C:3](=[O:8])[N:2]([CH3:1])[C:6]2=[O:7])=[CH:19][CH:20]=1)([CH3:12])([CH3:10])[CH3:11], predict the reactants needed to synthesize it. The reactants are: [CH3:1][N:2]1[C:6](=[O:7])[CH2:5][NH:4][C:3]1=[O:8].[C:9]([C:13]1[CH:20]=[CH:19][C:16]([CH:17]=O)=[CH:15][CH:14]=1)([CH3:12])([CH3:11])[CH3:10].N1CCCCC1.C(O)(=O)C. (3) Given the product [Cl:15][C:16]1[CH:21]=[C:20]([O:8][C:5]2[CH:4]=[N:3][C:2]([NH2:1])=[N:7][CH:6]=2)[CH:19]=[CH:18][N:17]=1, predict the reactants needed to synthesize it. The reactants are: [NH2:1][C:2]1[N:7]=[CH:6][C:5]([OH:8])=[CH:4][N:3]=1.CC(C)([O-])C.[K+].[Cl:15][C:16]1[CH:21]=[C:20](Cl)[CH:19]=[CH:18][N:17]=1. (4) Given the product [O:38]([C:34]1[CH:33]=[C:32]([C:27]23[CH2:30][CH2:31][C:24]([CH2:23][CH:2]([C:3]([O:5][CH2:6][CH3:7])=[O:4])[C:1]([O:9][CH2:10][CH3:11])=[O:8])([CH2:29][CH2:28]2)[CH2:25][O:26]3)[CH:37]=[CH:36][CH:35]=1)[C:39]1[CH:40]=[CH:41][CH:42]=[CH:43][CH:44]=1, predict the reactants needed to synthesize it. The reactants are: [C:1]([O:9][CH2:10][CH3:11])(=[O:8])[CH2:2][C:3]([O:5][CH2:6][CH3:7])=[O:4].CC1C=CC(S(O[CH2:23][C:24]23[CH2:31][CH2:30][C:27]([C:32]4[CH:37]=[CH:36][CH:35]=[C:34]([O:38][C:39]5[CH:44]=[CH:43][CH:42]=[CH:41][CH:40]=5)[CH:33]=4)([CH2:28][CH2:29]2)[O:26][CH2:25]3)(=O)=O)=CC=1.[NH4+].[Cl-]. (5) Given the product [F:24][CH:23]([F:25])[C:15]1[N:14]([C:4]2[N:5]=[C:6]([N:8]3[CH2:13][CH2:12][O:11][CH2:10][CH2:9]3)[N:7]=[C:2]([N:30]([CH2:29][CH2:28][CH2:27][OH:26])[CH:31]3[CH2:36][CH2:35][N:34]([C:37]([O:39][C:40]([CH3:41])([CH3:42])[CH3:43])=[O:38])[CH2:33][CH2:32]3)[N:3]=2)[C:18]2[CH:19]=[CH:20][CH:21]=[CH:22][C:17]=2[N:16]=1, predict the reactants needed to synthesize it. The reactants are: Cl[C:2]1[N:7]=[C:6]([N:8]2[CH2:13][CH2:12][O:11][CH2:10][CH2:9]2)[N:5]=[C:4]([N:14]2[C:18]3[CH:19]=[CH:20][CH:21]=[CH:22][C:17]=3[N:16]=[C:15]2[CH:23]([F:25])[F:24])[N:3]=1.[OH:26][CH2:27][CH2:28][CH2:29][NH:30][CH:31]1[CH2:36][CH2:35][N:34]([C:37]([O:39][C:40]([CH3:43])([CH3:42])[CH3:41])=[O:38])[CH2:33][CH2:32]1. (6) Given the product [C:1]([NH:4][C:5]1[S:6][C:7]([CH2:22][C:23]2[CH:24]=[CH:25][C:26]([S:29]([CH3:32])(=[O:30])=[O:31])=[CH:27][CH:28]=2)=[C:8]([C:10]2[CH:15]=[CH:14][C:13]([CH2:16][CH2:17][C:18]([OH:20])=[O:19])=[CH:12][CH:11]=2)[N:9]=1)(=[O:3])[CH3:2], predict the reactants needed to synthesize it. The reactants are: [C:1]([NH:4][C:5]1[S:6][C:7]([CH2:22][C:23]2[CH:28]=[CH:27][C:26]([S:29]([CH3:32])(=[O:31])=[O:30])=[CH:25][CH:24]=2)=[C:8]([C:10]2[CH:15]=[CH:14][C:13]([CH2:16][CH2:17][C:18]([O:20]C)=[O:19])=[CH:12][CH:11]=2)[N:9]=1)(=[O:3])[CH3:2].[OH-].[Na+]. (7) Given the product [Cl:1][C:2]1[CH:3]=[C:4]([CH:9]=[C:10]([I:13])[C:11]=1[OH:12])[C:5]([O:7][CH3:8])=[O:6], predict the reactants needed to synthesize it. The reactants are: [Cl:1][C:2]1[CH:3]=[C:4]([CH:9]=[CH:10][C:11]=1[OH:12])[C:5]([O:7][CH3:8])=[O:6].[I:13]N1C(=O)CCC1=O.FC(F)(F)S(O)(=O)=O.